This data is from Human intestinal absorption (HIA) binary classification data from Hou et al.. The task is: Regression/Classification. Given a drug SMILES string, predict its absorption, distribution, metabolism, or excretion properties. Task type varies by dataset: regression for continuous measurements (e.g., permeability, clearance, half-life) or binary classification for categorical outcomes (e.g., BBB penetration, CYP inhibition). Dataset: hia_hou. (1) The molecule is O=c1ccc2ccccc2o1. The result is 1 (good absorption). (2) The result is 1 (good absorption). The compound is Cc1nsc(NS(=O)(=O)c2ccc(N)cc2)c1C. (3) The molecule is Nc1ccn([C@H]2CC[C@H](CO)O2)c(=O)n1. The result is 1 (good absorption). (4) The molecule is CN1C(C(=O)Nc2ccccn2)=C(O)c2sc(Cl)cc2S1(=O)=O. The result is 1 (good absorption). (5) The compound is CN(C)CCCN1c2ccccc2CCc2ccccc21. The result is 1 (good absorption). (6) The compound is N=C(N)N/N=C/c1c(Cl)cccc1Cl. The result is 1 (good absorption). (7) The compound is C[C@H](O)Cn1cnc2c1c(=O)n(C)c(=O)n2C. The result is 1 (good absorption). (8) The molecule is CC(=O)O[C@@H]1[C@H]([N+]2(C)CCCCC2)C[C@@H]2[C@@H]3CC[C@@H]4C[C@@H](OC(C)=O)[C@@H]([N+]5(C)CCCCC5)C[C@]4(C)[C@@H]3CC[C@@]12C. The result is 0 (poor absorption). (9) The compound is COc1cccc([C@@]2(O)CCCC[C@H]2CN(C)C)c1. The result is 1 (good absorption). (10) The result is 1 (good absorption). The compound is Cn1c(=O)c2c(ncn2C)n(C)c1=O.